Dataset: Blood-brain barrier permeability classification from the B3DB database. Task: Regression/Classification. Given a drug SMILES string, predict its absorption, distribution, metabolism, or excretion properties. Task type varies by dataset: regression for continuous measurements (e.g., permeability, clearance, half-life) or binary classification for categorical outcomes (e.g., BBB penetration, CYP inhibition). Dataset: b3db_classification. The compound is C=C1c2c(Cl)ccc(O)c2C(O)=C2C(=O)[C@]3(O)C(O)=C(C(N)=O)C(=O)[C@H](N(C)C)[C@@H]3[C@@H](O)[C@H]12. The result is 0 (does not penetrate BBB).